This data is from Full USPTO retrosynthesis dataset with 1.9M reactions from patents (1976-2016). The task is: Predict the reactants needed to synthesize the given product. (1) Given the product [N+:8]([C:5]1[CH:6]=[CH:7][C:2]2[NH:1][C:14](=[O:15])[CH:13]([C:18]3[CH:23]=[CH:22][CH:21]=[CH:20][CH:19]=3)[O:11][C:3]=2[CH:4]=1)([O-:10])=[O:9], predict the reactants needed to synthesize it. The reactants are: [NH2:1][C:2]1[CH:7]=[CH:6][C:5]([N+:8]([O-:10])=[O:9])=[CH:4][C:3]=1[OH:11].Br[CH:13]([C:18]1[CH:23]=[CH:22][CH:21]=[CH:20][CH:19]=1)[C:14](OC)=[O:15].C(=O)([O-])[O-].[K+].[K+]. (2) Given the product [CH:16]1([NH:19][C:20]2[N:25]=[C:24]([NH:26][C:27]3[CH:28]=[CH:29][C:30]([N:33]4[CH2:38][CH2:37][N:36]([CH3:39])[CH2:35][CH2:34]4)=[CH:31][CH:32]=3)[N:23]=[C:22]3[NH:40][N:41]=[C:42]([S:43]([CH3:46])(=[O:44])=[O:45])[C:21]=23)[CH2:17][CH2:18]1, predict the reactants needed to synthesize it. The reactants are: FC(F)(F)C(O)=O.C1(SC)C=CC=CC=1.[CH:16]1([NH:19][C:20]2[N:25]=[C:24]([NH:26][C:27]3[CH:32]=[CH:31][C:30]([N:33]4[CH2:38][CH2:37][N:36]([CH3:39])[CH2:35][CH2:34]4)=[CH:29][CH:28]=3)[N:23]=[C:22]3[N:40](CC4C=CC(OC)=CC=4OC)[N:41]=[C:42]([S:43]([CH3:46])(=[O:45])=[O:44])[C:21]=23)[CH2:18][CH2:17]1. (3) The reactants are: [F:1][C:2]([F:24])([F:23])[C:3](=O)/[CH:4]=[C:5](\O)/[C:6]1[S:7][C:8]([C:11]2[CH:16]=[CH:15][CH:14]=[C:13]([S:17]([CH3:20])(=[O:19])=[O:18])[CH:12]=2)=[CH:9][CH:10]=1.Cl.[Cl:26][C:27]1[CH:32]=[CH:31][C:30]([Cl:33])=[CH:29][C:28]=1[NH:34][NH2:35].C(O)(=O)C. Given the product [Cl:26][C:27]1[CH:32]=[CH:31][C:30]([Cl:33])=[CH:29][C:28]=1[N:34]1[C:5]([C:6]2[S:7][C:8]([C:11]3[CH:16]=[CH:15][CH:14]=[C:13]([S:17]([CH3:20])(=[O:19])=[O:18])[CH:12]=3)=[CH:9][CH:10]=2)=[CH:4][C:3]([C:2]([F:24])([F:23])[F:1])=[N:35]1, predict the reactants needed to synthesize it. (4) Given the product [C:47]([OH:60])(=[O:59])[CH:48]=[CH2:49].[NH2:3][C:2]([O:27][CH2:26][CH3:25])=[O:1], predict the reactants needed to synthesize it. The reactants are: [O:1]=[C:2]=[N:3]C1CC(C)(C)CC(C)(CN=C=O)C1.C(C1[C:26]([OH:27])=[C:25](C(C)(C)C)C=C(C)C=1)(C)(C)C.C1C2NC3C(=CC=CC=3)SC=2C=CC=1.[C:47]([O-:60])(=[O:59])[CH2:48][CH2:49]CCCCCCCCC.[C:47]([O-:60])(=[O:59])[CH2:48][CH2:49]CCCCCCCCC.C([Sn+2]CCCC)CCC. (5) Given the product [ClH:40].[F:32][C:26]1[CH:27]=[C:28]([F:31])[CH:29]=[CH:30][C:25]=1[CH:24]1[N:20]([C:16]2[CH:17]=[CH:18][CH:19]=[C:14]([N:11]3[CH2:12][CH2:13][NH:8][CH2:9][CH2:10]3)[CH:15]=2)[N:21]=[C:22]([C:33]([F:39])([F:38])[C:34]([F:37])([F:36])[F:35])[CH2:23]1, predict the reactants needed to synthesize it. The reactants are: C([N:8]1[CH2:13][CH2:12][N:11]([C:14]2[CH:15]=[C:16]([N:20]3[CH:24]([C:25]4[CH:30]=[CH:29][C:28]([F:31])=[CH:27][C:26]=4[F:32])[CH2:23][C:22]([C:33]([F:39])([F:38])[C:34]([F:37])([F:36])[F:35])=[N:21]3)[CH:17]=[CH:18][CH:19]=2)[CH2:10][CH2:9]1)(OC(C)(C)C)=O.[ClH:40]. (6) Given the product [CH:1]([NH:11][C:12]1[CH:13]=[C:14]([NH:18][C:19](=[O:30])[C:20]2[CH:25]=[CH:24][CH:23]=[C:22]([C:26]([F:27])([F:28])[F:29])[CH:21]=2)[CH:15]=[CH:16][CH:17]=1)=[O:2], predict the reactants needed to synthesize it. The reactants are: [CH:1](O)=[O:2].C(OC(=O)C)(=O)C.[NH2:11][C:12]1[CH:13]=[C:14]([NH:18][C:19](=[O:30])[C:20]2[CH:25]=[CH:24][CH:23]=[C:22]([C:26]([F:29])([F:28])[F:27])[CH:21]=2)[CH:15]=[CH:16][CH:17]=1. (7) Given the product [Br:14][C:5]1[CH:6]=[C:7]([F:8])[C:2]([Cl:1])=[CH:3][C:4]=1[NH:9][C:10](=[O:13])[CH2:11][CH3:12], predict the reactants needed to synthesize it. The reactants are: [Cl:1][C:2]1[CH:3]=[C:4]([NH:9][C:10](=[O:13])[CH2:11][CH3:12])[CH:5]=[CH:6][C:7]=1[F:8].[Br:14]Br.